From a dataset of Reaction yield outcomes from USPTO patents with 853,638 reactions. Predict the reaction yield, written as a fraction of the theoretical maximum amount of product (1.0 means a 100% yield; for example, 0.34 means a 34% yield). (1) The reactants are [CH2:1]([O:3][C:4]1[CH:5]=[C:6]2[C:11](=[C:12]3[CH2:16][C:15]([CH3:18])([CH3:17])[O:14][C:13]=13)[C:10]([C:19]1[CH:20]=[C:21]([NH2:25])[CH:22]=[CH:23][CH:24]=1)=[N:9][C:8]([CH3:27])([CH3:26])[CH2:7]2)[CH3:2].[ClH:28].C(OCC)(=O)C. The catalyst is C(OC(=O)C)C. The product is [ClH:28].[ClH:28].[CH2:1]([O:3][C:4]1[CH:5]=[C:6]2[C:11](=[C:12]3[CH2:16][C:15]([CH3:18])([CH3:17])[O:14][C:13]=13)[C:10]([C:19]1[CH:20]=[C:21]([NH2:25])[CH:22]=[CH:23][CH:24]=1)=[N:9][C:8]([CH3:26])([CH3:27])[CH2:7]2)[CH3:2]. The yield is 0.400. (2) The reactants are [NH2:1][C:2]1[N:7]=[C:6]([NH:8][NH2:9])[CH:5]=[C:4]([NH:10][NH2:11])[N:3]=1.[OH:12][C:13]1[CH:20]=[CH:19][C:16]([CH:17]=O)=[CH:15][CH:14]=1. The catalyst is CCO. The product is [NH2:1][C:2]1[N:3]=[C:4]([NH:10]/[N:11]=[CH:17]/[C:16]2[CH:19]=[CH:20][C:13]([OH:12])=[CH:14][CH:15]=2)[CH:5]=[C:6]([NH:8]/[N:9]=[CH:17]/[C:16]2[CH:19]=[CH:20][C:13]([OH:12])=[CH:14][CH:15]=2)[N:7]=1. The yield is 0.550. (3) The reactants are [N+:1]([C:4]1[CH:12]=[CH:11][C:7]([C:8](O)=[O:9])=[C:6]([F:13])[CH:5]=1)([O-:3])=[O:2].Cl.[CH3:15][NH:16][O:17][CH3:18].C1C=CC2N(O)N=NC=2C=1.C(Cl)CCl. The catalyst is N1C=CC=CC=1. The product is [CH3:18][O:17][N:16]([CH3:15])[C:8](=[O:9])[C:7]1[CH:11]=[CH:12][C:4]([N+:1]([O-:3])=[O:2])=[CH:5][C:6]=1[F:13]. The yield is 0.850. (4) The reactants are O[CH2:2][C:3]1[CH:12]=[N:11][C:10]2[N:9]3[CH2:13][CH2:14][CH2:15][CH2:16][CH:8]3[C:7](=[O:17])[NH:6][C:5]=2[CH:4]=1.[I-].C(C[P+](C)(C)C)#N.C(N(C(C)C)C(C)C)C.Cl.[Cl:36][C:37]1[CH:42]=[CH:41][C:40]([N:43]2[CH2:48][CH2:47][NH:46][CH2:45][CH2:44]2)=[CH:39][CH:38]=1. The catalyst is C(#N)CC.O. The product is [Cl:36][C:37]1[CH:38]=[CH:39][C:40]([N:43]2[CH2:48][CH2:47][N:46]([CH2:2][C:3]3[CH:12]=[N:11][C:10]4[N:9]5[CH2:13][CH2:14][CH2:15][CH2:16][CH:8]5[C:7](=[O:17])[NH:6][C:5]=4[CH:4]=3)[CH2:45][CH2:44]2)=[CH:41][CH:42]=1. The yield is 0.390.